This data is from Catalyst prediction with 721,799 reactions and 888 catalyst types from USPTO. The task is: Predict which catalyst facilitates the given reaction. (1) Reactant: [Br:1][C:2]1[CH:3]=[C:4]([C:8]2[N:12]([CH2:13][CH2:14][O:15][CH2:16][Si:17]([CH3:20])([CH3:19])[CH3:18])[N:11]=[CH:10][C:9]=2[NH2:21])[CH:5]=[CH:6][CH:7]=1.[N:22]1[N:26]2[CH:27]=[CH:28][CH:29]=[N:30][C:25]2=[C:24]([C:31](Cl)=[O:32])[CH:23]=1. Product: [Br:1][C:2]1[CH:3]=[C:4]([C:8]2[N:12]([CH2:13][CH2:14][O:15][CH2:16][Si:17]([CH3:18])([CH3:20])[CH3:19])[N:11]=[CH:10][C:9]=2[NH:21][C:31]([C:24]2[CH:23]=[N:22][N:26]3[CH:27]=[CH:28][CH:29]=[N:30][C:25]=23)=[O:32])[CH:5]=[CH:6][CH:7]=1. The catalyst class is: 7. (2) Reactant: Br[C:2]1[N:10]2[C:5]([CH:6]=[N:7][C:8]([NH:11][C:12]3[CH:17]=[CH:16][C:15]([N:18]4[CH2:23][CH2:22][O:21][CH2:20][CH2:19]4)=[CH:14][CH:13]=3)=[N:9]2)=[CH:4][CH:3]=1.CC(C)([O-])C.[Na+].C(O)CO.CN(C)C=O.[C:39]1([SH:45])[CH:44]=[CH:43][CH:42]=[CH:41][CH:40]=1. Product: [N:18]1([C:15]2[CH:16]=[CH:17][C:12]([NH:11][C:8]3[N:7]=[CH:6][C:5]4=[CH:4][CH:3]=[C:2]([S:45][C:39]5[CH:44]=[CH:43][CH:42]=[CH:41][CH:40]=5)[N:10]4[N:9]=3)=[CH:13][CH:14]=2)[CH2:23][CH2:22][O:21][CH2:20][CH2:19]1. The catalyst class is: 205. (3) Reactant: C(O)C.[Cl:4][C:5]1[C:6]([C:11]2[CH:12]=[C:13]3[C:17](=[CH:18][CH:19]=2)[N:16]([CH3:20])[N:15]=[C:14]3[N:21]2C(=O)C3C(=CC=CC=3)C2=O)=[N:7][CH:8]=[CH:9][CH:10]=1.O.NN. Product: [Cl:4][C:5]1[C:6]([C:11]2[CH:12]=[C:13]3[C:17](=[CH:18][CH:19]=2)[N:16]([CH3:20])[N:15]=[C:14]3[NH2:21])=[N:7][CH:8]=[CH:9][CH:10]=1. The catalyst class is: 13. (4) Reactant: [CH2:1]([O:8][C:9]([NH:11][CH2:12][CH2:13][CH2:14][C@@H:15]([C:29]([NH:31][C@H:32]1[CH2:36][CH2:35][CH2:34][C@H:33]1[C:37]([O:39]C(C)(C)C)=[O:38])=[O:30])[NH:16][C:17]([C:19]1[N:20]([CH3:28])[C:21]2[C:26]([CH:27]=1)=[CH:25][CH:24]=[CH:23][CH:22]=2)=[O:18])=[O:10])[C:2]1[CH:7]=[CH:6][CH:5]=[CH:4][CH:3]=1.Cl.C(OCC)(=O)C. Product: [CH2:1]([O:8][C:9]([NH:11][CH2:12][CH2:13][CH2:14][C@@H:15]([C:29]([NH:31][C@H:32]1[CH2:36][CH2:35][CH2:34][C@H:33]1[C:37]([OH:39])=[O:38])=[O:30])[NH:16][C:17]([C:19]1[N:20]([CH3:28])[C:21]2[C:26]([CH:27]=1)=[CH:25][CH:24]=[CH:23][CH:22]=2)=[O:18])=[O:10])[C:2]1[CH:3]=[CH:4][CH:5]=[CH:6][CH:7]=1. The catalyst class is: 22. (5) Reactant: C(OC([N:8]1[CH2:13][CH2:12][C:11](O)([C:14]2[CH:19]=[CH:18][C:17]([NH:20][C:21]3[N:26]=[CH:25][C:24]4=[CH:27][CH:28]=[C:29]([C:30]5[CH:35]=[CH:34][CH:33]=[CH:32][C:31]=5[N:36]([S:38]([CH3:41])(=[O:40])=[O:39])[CH3:37])[N:23]4[N:22]=3)=[C:16]([O:42][CH3:43])[CH:15]=2)[CH2:10][CH2:9]1)=O)(C)(C)C.[F:45][C:46]([F:51])([F:50])[C:47]([OH:49])=[O:48]. Product: [CH3:43][O:42][C:16]1[CH:15]=[C:14]([C:11]2[CH2:12][CH2:13][NH:8][CH2:9][CH:10]=2)[CH:19]=[CH:18][C:17]=1[NH:20][C:21]1[N:26]=[CH:25][C:24]2=[CH:27][CH:28]=[C:29]([C:30]3[CH:35]=[CH:34][CH:33]=[CH:32][C:31]=3[N:36]([CH3:37])[S:38]([CH3:41])(=[O:40])=[O:39])[N:23]2[N:22]=1.[F:45][C:46]([F:51])([F:50])[C:47]([OH:49])=[O:48]. The catalyst class is: 4. (6) Reactant: [CH3:1][O:2][C:3]1[CH:8]=[CH:7][CH:6]=[CH:5][C:4]=1[CH:9]1[CH2:13][CH2:12][CH2:11][CH:10]1[OH:14].CC(C)=O.OS(O)(=O)=O.O=[Cr](=O)=O.C(O)(C)C. Product: [CH3:1][O:2][C:3]1[CH:8]=[CH:7][CH:6]=[CH:5][C:4]=1[CH:9]1[CH2:13][CH2:12][CH2:11][C:10]1=[O:14]. The catalyst class is: 21. (7) The catalyst class is: 1. Reactant: CN1CCOCC1.ClC(OCC)=O.[C:14]([O:18][C:19]([NH:21][C@@H:22]([CH2:27][CH2:28][S:29][CH3:30])[CH2:23][C:24](O)=[O:25])=[O:20])([CH3:17])([CH3:16])[CH3:15]. Product: [OH:25][CH2:24][CH2:23][C@@H:22]([NH:21][C:19](=[O:20])[O:18][C:14]([CH3:16])([CH3:15])[CH3:17])[CH2:27][CH2:28][S:29][CH3:30]. (8) Reactant: N.[Li].[OH:3][C@H:4]1[C@:8]2([CH3:22])[CH2:9][C@H:10]3[C@H:19]([CH2:20][C@H:7]2[CH2:6][CH2:5]1)[C@@H:18]1[C:13](=[CH:14][C:15](=[O:21])[CH2:16][CH2:17]1)[CH2:12][CH2:11]3.[NH4+].[Cl-]. Product: [OH:3][C@H:4]1[C@:8]2([CH3:22])[CH2:9][C@H:10]3[C@H:19]([CH2:20][C@H:7]2[CH2:6][CH2:5]1)[C@@H:18]1[C@H:13]([CH2:14][C:15](=[O:21])[CH2:16][CH2:17]1)[CH2:12][CH2:11]3. The catalyst class is: 1. (9) Reactant: [CH:1]([O:4][C:5]1[CH:10]=[CH:9][C:8]([OH:11])=[CH:7][CH:6]=1)([CH3:3])[CH3:2].C(=O)([O-])[O-].[K+].[K+].Cl[C:19]1[S:20][C:21]([C:24]#[N:25])=[CH:22][N:23]=1. Product: [CH:1]([O:4][C:5]1[CH:10]=[CH:9][C:8]([O:11][C:19]2[S:20][C:21]([C:24]#[N:25])=[CH:22][N:23]=2)=[CH:7][CH:6]=1)([CH3:3])[CH3:2]. The catalyst class is: 42.